From a dataset of Catalyst prediction with 721,799 reactions and 888 catalyst types from USPTO. Predict which catalyst facilitates the given reaction. (1) Reactant: [C:1]([C:5]1[C:6]([OH:13])=[C:7]([CH:10]=[CH:11][CH:12]=1)[CH:8]=[O:9])([CH3:4])([CH3:3])[CH3:2].[CH3:14][O:15][C:16]1[CH:23]=[CH:22][C:19]([CH2:20]Cl)=[CH:18][CH:17]=1.C([O-])([O-])=O.[K+].[K+].CC#N. Product: [C:1]([C:5]1[C:6]([O:13][CH2:20][C:19]2[CH:22]=[CH:23][C:16]([O:15][CH3:14])=[CH:17][CH:18]=2)=[C:7]([CH:10]=[CH:11][CH:12]=1)[CH:8]=[O:9])([CH3:4])([CH3:2])[CH3:3]. The catalyst class is: 25. (2) Reactant: [CH3:1][O:2][CH2:3][O:4][C:5]1[CH:10]=[CH:9][C:8]([C:11]2[C:20]3[C:15](=[CH:16][CH:17]=[CH:18][CH:19]=3)[N:14]=[C:13]([NH2:21])[CH:12]=2)=[CH:7][CH:6]=1.[CH2:22]([O:24][C:25]1[CH:26]=[C:27]([C:34](=[O:40])[CH2:35][CH2:36][C:37](O)=[O:38])[CH:28]=[CH:29][C:30]=1[O:31][CH2:32][CH3:33])[CH3:23].CCN=C=NCCCN(C)C.C1C=CC2N(O)N=NC=2C=1. Product: [CH2:22]([O:24][C:25]1[CH:26]=[C:27]([C:34](=[O:40])[CH2:35][CH2:36][C:37]([NH:21][C:13]2[CH:12]=[C:11]([C:8]3[CH:7]=[CH:6][C:5]([O:4][CH2:3][O:2][CH3:1])=[CH:10][CH:9]=3)[C:20]3[C:15](=[CH:16][CH:17]=[CH:18][CH:19]=3)[N:14]=2)=[O:38])[CH:28]=[CH:29][C:30]=1[O:31][CH2:32][CH3:33])[CH3:23]. The catalyst class is: 10. (3) Reactant: [CH:1]([C:3]1[CH:17]=[CH:16][C:6]([CH2:7][NH:8]C(=O)OC(C)(C)C)=[CH:5][CH:4]=1)=O.Cl.[CH3:19][S:20]([C:23]1[CH:29]=[CH:28][C:26]([NH2:27])=[CH:25][CH:24]=1)(=[O:22])=[O:21].C([BH3-])#N.[Na+].C(=O)(O)[O-].[Na+]. Product: [NH2:8][CH2:7][C:6]1[CH:16]=[CH:17][C:3]([CH2:1][NH:27][C:26]2[CH:28]=[CH:29][C:23]([S:20]([CH3:19])(=[O:21])=[O:22])=[CH:24][CH:25]=2)=[CH:4][CH:5]=1. The catalyst class is: 130.